This data is from Full USPTO retrosynthesis dataset with 1.9M reactions from patents (1976-2016). The task is: Predict the reactants needed to synthesize the given product. (1) Given the product [F:27][C:21]1[CH:22]=[CH:23][CH:24]=[C:25]([F:26])[C:20]=1[C:19]([NH:18][C:17]1[C:13]([C:11]2[NH:10][C:3]3[CH:4]=[CH:5][CH:6]=[C:7]([CH2:8][OH:9])[C:2]=3[N:1]=2)=[N:14][NH:15][CH:16]=1)=[O:28].[F:27][C:21]1[CH:22]=[CH:23][CH:24]=[C:25]([F:26])[C:20]=1[C:19]([NH:18][C:17]1[C:13]([C:11]2[NH:10][C:3]3[CH:4]=[CH:5][CH:6]=[C:7]([CH2:8][O:31][C:29](=[O:32])[CH3:30])[C:2]=3[N:1]=2)=[N:14][NH:15][CH:16]=1)=[O:28], predict the reactants needed to synthesize it. The reactants are: [NH2:1][C:2]1[C:7]([CH2:8][OH:9])=[CH:6][CH:5]=[CH:4][C:3]=1[NH:10][C:11]([C:13]1[C:17]([NH:18][C:19](=[O:28])[C:20]2[C:25]([F:26])=[CH:24][CH:23]=[CH:22][C:21]=2[F:27])=[CH:16][NH:15][N:14]=1)=O.[C:29]([OH:32])(=[O:31])[CH3:30]. (2) Given the product [C:1]([C:5]1[N:6]=[C:7]([Cl:32])[C:8]2[CH:14]=[C:13]([C:15]3[CH:20]=[CH:19][C:18]([Cl:21])=[CH:17][CH:16]=3)[C:12]([C:22]3[CH:27]=[CH:26][CH:25]=[CH:24][C:23]=3[Cl:28])=[N:11][C:9]=2[N:10]=1)([CH3:4])([CH3:3])[CH3:2], predict the reactants needed to synthesize it. The reactants are: [C:1]([C:5]1[NH:6][C:7](=O)[C:8]2[CH:14]=[C:13]([C:15]3[CH:20]=[CH:19][C:18]([Cl:21])=[CH:17][CH:16]=3)[C:12]([C:22]3[CH:27]=[CH:26][CH:25]=[CH:24][C:23]=3[Cl:28])=[N:11][C:9]=2[N:10]=1)([CH3:4])([CH3:3])[CH3:2].O=P(Cl)(Cl)[Cl:32].C1(C)C=CC=CC=1.